Regression. Given two drug SMILES strings and cell line genomic features, predict the synergy score measuring deviation from expected non-interaction effect. From a dataset of NCI-60 drug combinations with 297,098 pairs across 59 cell lines. (1) Drug 1: CC(CN1CC(=O)NC(=O)C1)N2CC(=O)NC(=O)C2. Drug 2: C1=C(C(=O)NC(=O)N1)F. Cell line: NCIH23. Synergy scores: CSS=41.3, Synergy_ZIP=-8.52, Synergy_Bliss=-9.76, Synergy_Loewe=-10.3, Synergy_HSA=-3.38. (2) Drug 1: CNC(=O)C1=NC=CC(=C1)OC2=CC=C(C=C2)NC(=O)NC3=CC(=C(C=C3)Cl)C(F)(F)F. Drug 2: CCC1=C2N=C(C=C(N2N=C1)NCC3=C[N+](=CC=C3)[O-])N4CCCCC4CCO. Cell line: HCT116. Synergy scores: CSS=81.0, Synergy_ZIP=1.88, Synergy_Bliss=0.933, Synergy_Loewe=-2.95, Synergy_HSA=4.15. (3) Drug 1: CN(C(=O)NC(C=O)C(C(C(CO)O)O)O)N=O. Drug 2: COC1=C2C(=CC3=C1OC=C3)C=CC(=O)O2. Cell line: U251. Synergy scores: CSS=2.43, Synergy_ZIP=1.46, Synergy_Bliss=3.33, Synergy_Loewe=1.78, Synergy_HSA=1.76. (4) Cell line: SNB-19. Drug 2: C(=O)(N)NO. Drug 1: C1=CC(=CC=C1CC(C(=O)O)N)N(CCCl)CCCl.Cl. Synergy scores: CSS=4.62, Synergy_ZIP=-2.37, Synergy_Bliss=0.620, Synergy_Loewe=-5.21, Synergy_HSA=-2.78.